Dataset: Reaction yield outcomes from USPTO patents with 853,638 reactions. Task: Predict the reaction yield, written as a fraction of the theoretical maximum amount of product (1.0 means a 100% yield; for example, 0.34 means a 34% yield). The reactants are [Cl:1][C:2]1[CH:9]=[CH:8][C:5]([CH2:6]Cl)=[C:4]([CH3:10])[CH:3]=1.[C-:11]#[N:12].[K+]. The catalyst is C(O)C.O. The product is [Cl:1][C:2]1[CH:9]=[CH:8][C:5]([CH2:6][C:11]#[N:12])=[C:4]([CH3:10])[CH:3]=1. The yield is 0.690.